Dataset: Forward reaction prediction with 1.9M reactions from USPTO patents (1976-2016). Task: Predict the product of the given reaction. (1) Given the reactants [NH2:1][CH:2]1[CH2:7][CH2:6][CH2:5][CH2:4][CH:3]1[N:8]1[CH:17]([C:18]2[CH:23]=[CH:22][C:21]([Cl:24])=[CH:20][C:19]=2[Cl:25])[CH:16]([C:26]([OH:28])=[O:27])[C:15]2[C:10](=[CH:11][CH:12]=[CH:13][CH:14]=2)[C:9]1=[O:29].[CH2:30](O)[CH3:31].S(=O)(=O)(O)O.C(OCC)(=O)C, predict the reaction product. The product is: [NH2:1][CH:2]1[CH2:7][CH2:6][CH2:5][CH2:4][CH:3]1[N:8]1[CH:17]([C:18]2[CH:23]=[CH:22][C:21]([Cl:24])=[CH:20][C:19]=2[Cl:25])[CH:16]([C:26]([O:28][CH2:30][CH3:31])=[O:27])[C:15]2[C:10](=[CH:11][CH:12]=[CH:13][CH:14]=2)[C:9]1=[O:29]. (2) The product is: [CH3:19][O:18][C:11](=[O:17])[CH2:12][CH2:13][CH2:14][C:15]#[C:16][C:2]1[CH:7]=[C:6]([Cl:8])[CH:5]=[CH:4][C:3]=1[O:9][CH3:10]. Given the reactants Br[C:2]1[CH:7]=[C:6]([Cl:8])[CH:5]=[CH:4][C:3]=1[O:9][CH3:10].[C:11]([O:18][CH3:19])(=[O:17])[CH2:12][CH2:13][CH2:14][C:15]#[CH:16], predict the reaction product. (3) The product is: [CH:11]1([C:10]2[C:9]3[C:4](=[CH:5][C:6]([C:17]([NH:19][S:20](=[O:25])(=[O:24])[N:21]([CH3:23])[CH3:22])=[O:18])=[CH:7][CH:8]=3)[NH:3][C:2]=2[C:29]2[CH:30]=[CH:31][C:32]([O:34][CH3:35])=[CH:33][C:28]=2[CH:26]=[O:27])[CH2:16][CH2:15][CH2:14][CH2:13][CH2:12]1. Given the reactants Br[C:2]1[NH:3][C:4]2[C:9]([C:10]=1[CH:11]1[CH2:16][CH2:15][CH2:14][CH2:13][CH2:12]1)=[CH:8][CH:7]=[C:6]([C:17]([NH:19][S:20](=[O:25])(=[O:24])[N:21]([CH3:23])[CH3:22])=[O:18])[CH:5]=2.[CH:26]([C:28]1[CH:33]=[C:32]([O:34][CH3:35])[CH:31]=[CH:30][C:29]=1B(O)O)=[O:27].[Li+].[Cl-].C([O-])([O-])=O.[Na+].[Na+].Cl, predict the reaction product. (4) Given the reactants C(OC([NH:8][C@@H:9]([C:19](=[O:47])[CH2:20][CH2:21][N:22]([C:28]1[CH:33]=[CH:32][N:31]=[C:30]([C:34]2[O:38][N:37]=[C:36]([C:39]3[C:44]([Cl:45])=[CH:43][CH:42]=[CH:41][C:40]=3[Cl:46])[CH:35]=2)[CH:29]=1)[C:23](=[O:27])[CH:24]([Cl:26])[Cl:25])[CH2:10][CH2:11][C:12]([O:14]C(C)(C)C)=[O:13])=O)(C)(C)C.[F:48][C:49]([F:54])([F:53])[C:50]([OH:52])=[O:51], predict the reaction product. The product is: [F:48][C:49]([F:54])([F:53])[C:50]([OH:52])=[O:51].[NH2:8][C@@H:9]([C:19](=[O:47])[CH2:20][CH2:21][N:22]([C:28]1[CH:33]=[CH:32][N:31]=[C:30]([C:34]2[O:38][N:37]=[C:36]([C:39]3[C:40]([Cl:46])=[CH:41][CH:42]=[CH:43][C:44]=3[Cl:45])[CH:35]=2)[CH:29]=1)[C:23](=[O:27])[CH:24]([Cl:26])[Cl:25])[CH2:10][CH2:11][C:12]([OH:14])=[O:13]. (5) Given the reactants [NH2:1][C:2]1[C:9]([C:10]#[N:11])=[C:8]([OH:12])[C:7]([OH:13])=[CH:6][C:3]=1[C:4]#[N:5].[F:14][C:15]1[CH:22]=[CH:21][C:18]([CH:19]=O)=[CH:17][CH:16]=1, predict the reaction product. The product is: [F:14][C:15]1[CH:22]=[CH:21][C:18](/[CH:19]=[N:1]/[C:2]2[C:9]([C:10]#[N:11])=[C:8]([OH:12])[C:7]([OH:13])=[CH:6][C:3]=2[C:4]#[N:5])=[CH:17][CH:16]=1.